The task is: Regression. Given two drug SMILES strings and cell line genomic features, predict the synergy score measuring deviation from expected non-interaction effect.. This data is from NCI-60 drug combinations with 297,098 pairs across 59 cell lines. (1) Synergy scores: CSS=31.8, Synergy_ZIP=3.30, Synergy_Bliss=8.09, Synergy_Loewe=5.98, Synergy_HSA=9.21. Drug 1: C1CC(C1)(C(=O)O)C(=O)O.[NH2-].[NH2-].[Pt+2]. Cell line: UACC62. Drug 2: CN1C=C(C=N1)C2=C3N=C(C(=C(N3N=C2)N)Br)C4CCCNC4. (2) Drug 1: C1=CC=C(C(=C1)C(C2=CC=C(C=C2)Cl)C(Cl)Cl)Cl. Drug 2: CCN(CC)CCCC(C)NC1=C2C=C(C=CC2=NC3=C1C=CC(=C3)Cl)OC. Cell line: SNB-19. Synergy scores: CSS=11.1, Synergy_ZIP=-3.31, Synergy_Bliss=1.74, Synergy_Loewe=-3.95, Synergy_HSA=-0.142. (3) Drug 1: CC12CCC(CC1=CCC3C2CCC4(C3CC=C4C5=CN=CC=C5)C)O. Drug 2: CNC(=O)C1=NC=CC(=C1)OC2=CC=C(C=C2)NC(=O)NC3=CC(=C(C=C3)Cl)C(F)(F)F. Cell line: NCIH23. Synergy scores: CSS=17.0, Synergy_ZIP=-5.18, Synergy_Bliss=-5.27, Synergy_Loewe=-11.8, Synergy_HSA=-5.72. (4) Synergy scores: CSS=30.2, Synergy_ZIP=-7.60, Synergy_Bliss=1.96, Synergy_Loewe=1.18, Synergy_HSA=0.596. Drug 2: CC(C)CN1C=NC2=C1C3=CC=CC=C3N=C2N. Cell line: U251. Drug 1: CC(CN1CC(=O)NC(=O)C1)N2CC(=O)NC(=O)C2.